This data is from Catalyst prediction with 721,799 reactions and 888 catalyst types from USPTO. The task is: Predict which catalyst facilitates the given reaction. (1) The catalyst class is: 8. Product: [CH3:24][O:23][C:16]1[CH:17]=[C:18]([O:21][CH3:22])[CH:19]=[CH:20][C:15]=1[NH:14][C:10]1[CH:11]=[CH:12][CH:13]=[C:4]([C:3]([OH:25])=[O:2])[C:5]=1[C:6]([OH:8])=[O:7]. Reactant: C[O:2][C:3](=[O:25])[C:4]1[C:5](=[C:10]([NH:14][C:15]2[CH:20]=[CH:19][C:18]([O:21][CH3:22])=[CH:17][C:16]=2[O:23][CH3:24])[CH:11]=[CH:12][CH:13]=1)[C:6]([O:8]C)=[O:7].[OH-].[Na+]. (2) Reactant: P(Br)(Br)[Br:2].CN(C)[CH:7]=[O:8].[F:10][C:11]1[C:20]([F:21])=[C:19]([F:22])[CH:18]=[C:17]2[C:12]=1[CH2:13][CH2:14][C:15](=O)[CH2:16]2.C(=O)(O)[O-].[Na+]. Product: [Br:2][C:15]1[CH2:14][CH2:13][C:12]2[C:17](=[CH:18][C:19]([F:22])=[C:20]([F:21])[C:11]=2[F:10])[C:16]=1[CH:7]=[O:8]. The catalyst class is: 22. (3) Reactant: [CH3:1][N:2]1[C:7](=[O:8])[CH:6]=[C:5]([C:9]2[CH:14]=[CH:13][N:12]=[CH:11][CH:10]=2)[N:4]=[C:3]1[S:15][CH3:16].F[B-](F)(F)F.[O:22]=[N+:23]=[O:24]. Product: [CH3:1][N:2]1[C:7](=[O:8])[C:6]([N+:23]([O-:24])=[O:22])=[C:5]([C:9]2[CH:14]=[CH:13][N:12]=[CH:11][CH:10]=2)[N:4]=[C:3]1[S:15][CH3:16]. The catalyst class is: 10. (4) Reactant: C([O:5][C:6]([NH:8][C:9]1([C:12]2[NH:13][C:14]([C:22]3[C:31]([F:32])=[CH:30][CH:29]=[C:28]4[C:23]=3[N:24]=[C:25]([NH:34][CH:35]([CH3:37])[CH3:36])[C:26]([CH3:33])=[N:27]4)=[CH:15][C:16]=2C(OCC)=O)[CH2:11][CH2:10]1)=O)(C)(C)C.Cl.NC1(C2NC(C3C(F)=CC=C4C=3N=C(NC(C)C)C(C)=N4)=CC=2C(O)=O)CC1.Cl.NC1(C2NC(C3C=CC=C4C=3N=C(NC(C)(C)C)C(C)=N4)=CC=2C(O)=O)CC1.CCN(C(C)C)C(C)C.F[P-](F)(F)(F)(F)F.N1(O[P+](N2CCCC2)(N2CCCC2)N2CCCC2)C2C=CC=CC=2N=N1. Product: [F:32][C:31]1[C:22]([C:14]2[NH:13][C:12]3[C:9]4([CH2:10][CH2:11]4)[NH:8][C:6](=[O:5])[C:16]=3[CH:15]=2)=[C:23]2[C:28](=[CH:29][CH:30]=1)[N:27]=[C:26]([CH3:33])[C:25]([NH:34][CH:35]([CH3:36])[CH3:37])=[N:24]2. The catalyst class is: 85.